From a dataset of Reaction yield outcomes from USPTO patents with 853,638 reactions. Predict the reaction yield, written as a fraction of the theoretical maximum amount of product (1.0 means a 100% yield; for example, 0.34 means a 34% yield). (1) The reactants are [C:1]1([N:7]2[C:15]3[CH2:14][CH2:13][CH2:12][C:11](=[CH:16][C:17]([O:19][CH2:20][CH3:21])=[O:18])[C:10]=3[CH:9]=[N:8]2)[CH:6]=[CH:5][CH:4]=[CH:3][CH:2]=1. The catalyst is CCO.[Pd]. The product is [C:1]1([N:7]2[C:15]3[CH2:14][CH2:13][CH2:12][CH:11]([CH2:16][C:17]([O:19][CH2:20][CH3:21])=[O:18])[C:10]=3[CH:9]=[N:8]2)[CH:2]=[CH:3][CH:4]=[CH:5][CH:6]=1. The yield is 0.990. (2) The reactants are [CH2:1]([OH:7])[CH2:2][O:3][CH2:4][CH2:5][OH:6].O.C1(C)C=CC(S(O)(=O)=O)=CC=1.[O:20]1[CH2:25][CH2:24][CH2:23][CH2:22][CH2:21]1. The catalyst is C(Cl)Cl. The product is [O:20]1[CH2:25][CH2:24][CH2:23][CH2:22][CH:21]1[O:7][CH2:1][CH2:2][O:3][CH2:4][CH2:5][OH:6]. The yield is 0.570. (3) The reactants are [Br:1][C:2]1[C:3](=[O:9])[NH:4][C:5](=[O:8])[NH:6][N:7]=1.C/C(/O[Si](C)(C)C)=N\[Si](C)(C)C.[CH2:22](I)[CH2:23][C:24]1[CH:29]=[CH:28][CH:27]=[CH:26][CH:25]=1. The catalyst is C(#N)C. The product is [Br:1][C:2]1[C:3](=[O:9])[NH:4][C:5](=[O:8])[N:6]([CH2:22][CH2:23][C:24]2[CH:29]=[CH:28][CH:27]=[CH:26][CH:25]=2)[N:7]=1. The yield is 0.640. (4) The reactants are [Br:1][C:2]1[CH:11]=[C:10]2[C:5]([CH:6]=[CH:7][C:8]([S:12](Cl)(=[O:14])=[O:13])=[CH:9]2)=[CH:4][CH:3]=1.[CH2:16]([NH:23][CH2:24][C:25]1[CH:30]=[CH:29][CH:28]=[CH:27][CH:26]=1)[C:17]1[CH:22]=[CH:21][CH:20]=[CH:19][CH:18]=1.CCN(CC)CC. The catalyst is C1COCC1. The product is [CH2:24]([N:23]([CH2:16][C:17]1[CH:22]=[CH:21][CH:20]=[CH:19][CH:18]=1)[S:12]([C:8]1[CH:7]=[CH:6][C:5]2[C:10](=[CH:11][C:2]([Br:1])=[CH:3][CH:4]=2)[CH:9]=1)(=[O:14])=[O:13])[C:25]1[CH:30]=[CH:29][CH:28]=[CH:27][CH:26]=1. The yield is 0.920. (5) The reactants are [Cl:1][C:2]1[CH:15]=[C:14]([CH:16]=[CH2:17])[CH:13]=[CH:12][C:3]=1[CH2:4][NH:5][C:6]1[CH:11]=[CH:10][CH:9]=[CH:8][N:7]=1.Br[CH:19]([C:24]1[CH:25]=[C:26]([Cl:32])[C:27]([Cl:31])=[C:28]([Cl:30])[CH:29]=1)[C:20]([F:23])([F:22])[F:21].N1C=CC=CC=1C1C=CC=CN=1. The catalyst is ClC1C=CC=CC=1Cl.Cl[Cu]. The product is [Cl:1][C:2]1[CH:15]=[C:14](/[CH:16]=[CH:17]/[CH:19]([C:24]2[CH:25]=[C:26]([Cl:32])[C:27]([Cl:31])=[C:28]([Cl:30])[CH:29]=2)[C:20]([F:22])([F:21])[F:23])[CH:13]=[CH:12][C:3]=1[CH2:4][NH:5][C:6]1[CH:11]=[CH:10][CH:9]=[CH:8][N:7]=1. The yield is 0.350. (6) The reactants are [CH:1]1[CH:2]=[CH:3][C:4]2[C:15](=[O:16])[C:14]3[C:9](=[C:10](O)[CH:11]=[CH:12][C:13]=3[OH:17])[C:7](=[O:8])[C:5]=2[CH:6]=1.[BH4-].[Na+].[CH3:21][CH:22]([CH3:26])[CH2:23][CH2:24][NH2:25].N1CCCCC1.COCC(O)C. The catalyst is C1(C)C=CC=CC=1. The product is [CH3:21][CH:22]([CH3:26])[CH2:23][CH2:24][NH:25][C:10]1[C:9]2[C:7](=[O:8])[C:5]3[C:4](=[CH:3][CH:2]=[CH:1][CH:6]=3)[C:15](=[O:16])[C:14]=2[C:13]([OH:17])=[CH:12][CH:11]=1. The yield is 0.500.